This data is from Full USPTO retrosynthesis dataset with 1.9M reactions from patents (1976-2016). The task is: Predict the reactants needed to synthesize the given product. (1) Given the product [C:3]([C:11]1[C:20](=[O:21])[C:19]2[C:14](=[CH:15][CH:16]=[CH:17][CH:18]=2)[N:13]([CH2:25][C:24]2[CH:27]=[CH:28][CH:29]=[CH:30][C:23]=2[F:22])[CH:12]=1)(=[O:10])[C:4]1[CH:5]=[CH:6][CH:7]=[CH:8][CH:9]=1, predict the reactants needed to synthesize it. The reactants are: [H-].[Na+].[C:3]([CH:11]1[C:20](=[O:21])[C:19]2[C:14](=[CH:15][CH:16]=[CH:17][CH:18]=2)[NH:13][CH2:12]1)(=[O:10])[C:4]1[CH:9]=[CH:8][CH:7]=[CH:6][CH:5]=1.[F:22][C:23]1[CH:30]=[CH:29][CH:28]=[CH:27][C:24]=1[CH2:25]Br. (2) Given the product [CH3:1][C:2]([CH3:22])([CH3:21])[CH2:3][N:4]([CH2:17][CH2:18][CH2:19][O:20][C:27]1[CH:28]=[CH:29][C:24]([F:23])=[CH:25][CH:26]=1)[C:5]1[CH:12]=[CH:11][C:8]([C:9]#[N:10])=[C:7]([C:13]([F:14])([F:15])[F:16])[CH:6]=1, predict the reactants needed to synthesize it. The reactants are: [CH3:1][C:2]([CH3:22])([CH3:21])[CH2:3][N:4]([CH2:17][CH2:18][CH2:19][OH:20])[C:5]1[CH:12]=[CH:11][C:8]([C:9]#[N:10])=[C:7]([C:13]([F:16])([F:15])[F:14])[CH:6]=1.[F:23][C:24]1[CH:29]=[CH:28][C:27](O)=[CH:26][CH:25]=1. (3) Given the product [Cl:1][C:2]1[CH:3]=[CH:4][C:5]([C:8]2[C:12]([CH2:13][O:14][C:15]3[CH:23]=[CH:22][C:18]([C:19]([N:28]([CH3:29])[CH3:27])=[O:21])=[CH:17][N:16]=3)=[C:11]([CH2:24][OH:25])[O:10][N:9]=2)=[CH:6][CH:7]=1, predict the reactants needed to synthesize it. The reactants are: [Cl:1][C:2]1[CH:7]=[CH:6][C:5]([C:8]2[C:12]([CH2:13][O:14][C:15]3[CH:23]=[CH:22][C:18]([C:19]([OH:21])=O)=[CH:17][N:16]=3)=[C:11]([CH2:24][OH:25])[O:10][N:9]=2)=[CH:4][CH:3]=1.Cl.[CH3:27][NH:28][CH3:29].O.ON1C2C=CC=CC=2N=N1.C(N(C(C)C)C(C)C)C.Cl.CN(C)CCCN=C=NCC. (4) Given the product [CH3:1][O:2][C:3](=[O:44])[CH2:4][C@H:5]([OH:43])[CH2:6][C@H:7]([OH:42])[CH:8]=[CH:9][C:10]1[N:11]([CH:39]([CH3:40])[CH3:41])[C:12]([C:28](=[O:38])[NH:29][CH2:30][C:31]2[CH:36]=[CH:35][C:34]([F:37])=[CH:33][CH:32]=2)=[C:13]([C:22]2[CH:27]=[CH:26][CH:25]=[CH:24][CH:23]=2)[C:14]=1[C:15]1[CH:16]=[CH:17][C:18]([F:21])=[CH:19][CH:20]=1, predict the reactants needed to synthesize it. The reactants are: [CH3:1][O:2][C:3](=[O:44])[CH2:4][C@H:5]([OH:43])[CH2:6][C:7](=[O:42])[CH:8]=[CH:9][C:10]1[N:11]([CH:39]([CH3:41])[CH3:40])[C:12]([C:28](=[O:38])[NH:29][CH2:30][C:31]2[CH:36]=[CH:35][C:34]([F:37])=[CH:33][CH:32]=2)=[C:13]([C:22]2[CH:27]=[CH:26][CH:25]=[CH:24][CH:23]=2)[C:14]=1[C:15]1[CH:20]=[CH:19][C:18]([F:21])=[CH:17][CH:16]=1.C(B(CC)OC)C.[BH4-].[Na+]. (5) The reactants are: [CH2:1]([O:8][C@H:9]1[C@H:16]([OH:17])[C@@H:15]([CH2:18][O:19][S:20]([C:23]2[CH:28]=[CH:27][C:26]([CH3:29])=[CH:25][CH:24]=2)(=[O:22])=[O:21])[O:14][CH:11]([O:12][CH3:13])[CH2:10]1)[C:2]1[CH:7]=[CH:6][CH:5]=[CH:4][CH:3]=1.C(N(CC)CC)C.[C:37](Cl)(=[O:44])[C:38]1[CH:43]=[CH:42][CH:41]=[CH:40][CH:39]=1.O. Given the product [C:37]([O:17][C@@H:16]1[C@@H:15]([CH2:18][O:19][S:20]([C:23]2[CH:28]=[CH:27][C:26]([CH3:29])=[CH:25][CH:24]=2)(=[O:22])=[O:21])[O:14][CH:11]([O:12][CH3:13])[CH2:10][C@H:9]1[O:8][CH2:1][C:2]1[CH:3]=[CH:4][CH:5]=[CH:6][CH:7]=1)(=[O:44])[C:38]1[CH:43]=[CH:42][CH:41]=[CH:40][CH:39]=1, predict the reactants needed to synthesize it. (6) Given the product [C:1]1([CH2:7][N:8]2[CH2:13][CH2:12][CH:11]([N:14]([CH:15]3[CH2:16][CH2:17]3)[C:29](=[O:30])[CH2:28][C:25]3[CH:24]=[CH:23][C:22]([S:19]([CH3:18])(=[O:20])=[O:21])=[CH:27][CH:26]=3)[CH2:10][CH2:9]2)[CH:2]=[CH:3][CH:4]=[CH:5][CH:6]=1, predict the reactants needed to synthesize it. The reactants are: [C:1]1([CH2:7][N:8]2[CH2:13][CH2:12][CH:11]([NH:14][CH:15]3[CH2:17][CH2:16]3)[CH2:10][CH2:9]2)[CH:6]=[CH:5][CH:4]=[CH:3][CH:2]=1.[CH3:18][S:19]([C:22]1[CH:27]=[CH:26][C:25]([CH2:28][C:29](O)=[O:30])=[CH:24][CH:23]=1)(=[O:21])=[O:20]. (7) Given the product [CH3:1][C:2]1[CH:7]=[CH:6][CH:5]=[C:4]([CH3:8])[C:3]=1[N:9]1[CH:13]=[CH:12][N:11]=[C:10]1[C:14]1[CH:19]=[CH:18][C:17]([C:22]#[C:21][C:23]2[CH:28]=[CH:27][CH:26]=[C:25]([C:29]#[C:30][C:17]3[CH:18]=[CH:19][C:14]([C:10]4[N:9]([C:3]5[C:4]([CH3:8])=[CH:5][CH:6]=[CH:7][C:2]=5[CH3:1])[CH:13]=[CH:12][N:11]=4)=[CH:15][CH:16]=3)[CH:24]=2)=[CH:16][CH:15]=1, predict the reactants needed to synthesize it. The reactants are: [CH3:1][C:2]1[CH:7]=[CH:6][CH:5]=[C:4]([CH3:8])[C:3]=1[N:9]1[CH:13]=[CH:12][N:11]=[C:10]1[C:14]1[CH:19]=[CH:18][C:17](I)=[CH:16][CH:15]=1.[C:21]([C:23]1[CH:28]=[CH:27][CH:26]=[C:25]([C:29]#[CH:30])[CH:24]=1)#[CH:22]. (8) Given the product [CH3:1][N:2]([SiH2:15][CH:16]([O:17][CH3:18])[O:20][CH3:21])[C@H:3]([C:10]([O:12][CH2:13][CH3:14])=[O:11])[CH2:4][C:5]([O:7][CH2:8][CH3:9])=[O:6], predict the reactants needed to synthesize it. The reactants are: [CH3:1][N:2]([SiH2:15][CH:16]([O:20][CH2:21]C)[O:17][CH2:18]C)[C@H:3]([C:10]([O:12][CH2:13][CH3:14])=[O:11])[CH2:4][C:5]([O:7][CH2:8][CH3:9])=[O:6].CN([Si](OC)(OC)OC)[C@H](C(OCC)=O)CC(OCC)=O. (9) Given the product [C:29]([O:28][C:26]([NH:25][CH2:24][CH2:23][O:22][C:15]1[C:14]([C:33]2[CH:37]=[CH:36][O:35][CH:34]=2)=[CH:13][CH:12]=[C:11]([CH2:10][S:7]([C:1]2[CH:6]=[CH:5][C:4]([F:38])=[CH:3][CH:2]=2)(=[O:9])=[O:8])[C:16]=1[C:17]([O:19][CH3:20])=[O:18])=[O:27])([CH3:32])([CH3:31])[CH3:30], predict the reactants needed to synthesize it. The reactants are: [C:1]1([S:7]([CH2:10][C:11]2[C:16]([C:17]([O:19][CH2:20]C)=[O:18])=[C:15]([O:22][CH2:23][CH2:24][NH:25][C:26]([O:28][C:29]([CH3:32])([CH3:31])[CH3:30])=[O:27])[C:14]([C:33]3[CH:37]=[CH:36][O:35][CH:34]=3)=[CH:13][CH:12]=2)(=[O:9])=[O:8])[CH:6]=[CH:5][CH:4]=[CH:3][CH:2]=1.[F:38]C1C=CC(S(CC2C(C(OC)=O)=C(O)C(C3C=COC=3)=CC=2)(=O)=O)=CC=1.C(OC(NCCBr)=O)(C)(C)C. (10) Given the product [CH3:22][N:21]([CH2:20][C:4]1[N:3]=[C:2]([C:24]#[N:25])[C:11]2[C:6]([C:5]=1[C:14]1[CH:19]=[CH:18][CH:17]=[CH:16][CH:15]=1)=[CH:7][C:8]([O:12][CH3:13])=[CH:9][CH:10]=2)[CH3:23], predict the reactants needed to synthesize it. The reactants are: Cl[C:2]1[C:11]2[C:6](=[CH:7][C:8]([O:12][CH3:13])=[CH:9][CH:10]=2)[C:5]([C:14]2[CH:19]=[CH:18][CH:17]=[CH:16][CH:15]=2)=[C:4]([CH2:20][N:21]([CH3:23])[CH3:22])[N:3]=1.[C:24]([Cu])#[N:25].